Dataset: Catalyst prediction with 721,799 reactions and 888 catalyst types from USPTO. Task: Predict which catalyst facilitates the given reaction. (1) Reactant: Cl.[NH2:2][CH2:3][CH2:4][C:5]1[C:13]2[C:8](=[CH:9][CH:10]=[C:11]([OH:14])[CH:12]=2)[NH:7][CH:6]=1.C(N(C(C)C)C(C)C)C.[C:24](O[C:24]([O:26][C:27]([CH3:30])([CH3:29])[CH3:28])=[O:25])([O:26][C:27]([CH3:30])([CH3:29])[CH3:28])=[O:25]. Product: [OH:14][C:11]1[CH:12]=[C:13]2[C:8](=[CH:9][CH:10]=1)[NH:7][CH:6]=[C:5]2[CH2:4][CH2:3][NH:2][C:24](=[O:25])[O:26][C:27]([CH3:30])([CH3:29])[CH3:28]. The catalyst class is: 4. (2) Reactant: [CH2:1]([N:8]1[CH:12]=[CH:11][C:10]([CH3:13])=[N:9]1)[C:2]1[CH:7]=[CH:6][CH:5]=[CH:4][CH:3]=1.O=P(Cl)(Cl)Cl.[OH-].[Na+].CN(C)[CH:23]=[O:24]. Product: [CH2:1]([N:8]1[CH:12]=[C:11]([CH:23]=[O:24])[C:10]([CH3:13])=[N:9]1)[C:2]1[CH:3]=[CH:4][CH:5]=[CH:6][CH:7]=1. The catalyst class is: 6. (3) Reactant: [CH2:1]([O:3][C:4]([CH:6]([CH2:14][CH3:15])[CH2:7][NH:8][C@H:9]([C:11]([OH:13])=[O:12])[CH3:10])=[O:5])[CH3:2].C(N(CC)CC)C.Cl[C:24]([O:26][CH2:27][CH3:28])=[O:25]. Product: [CH2:1]([O:3][C:4]([CH:6]([CH2:14][CH3:15])[CH2:7][N:8]([C:24]([O:26][CH2:27][CH3:28])=[O:25])[C@H:9]([C:11]([OH:13])=[O:12])[CH3:10])=[O:5])[CH3:2]. The catalyst class is: 21. (4) Reactant: Br[C:2]1[CH:3]=[C:4]([NH:10][S:11]([C:14]2[CH:19]=[CH:18][C:17]([OH:20])=[CH:16][CH:15]=2)(=[O:13])=[O:12])[C:5]([O:8][CH3:9])=[N:6][CH:7]=1.[B:21]1([B:21]2[O:25][C:24]([CH3:27])([CH3:26])[C:23]([CH3:29])([CH3:28])[O:22]2)[O:25][C:24]([CH3:27])([CH3:26])[C:23]([CH3:29])([CH3:28])[O:22]1.C([O-])(=O)C.[K+]. Product: [OH:20][C:17]1[CH:18]=[CH:19][C:14]([S:11]([NH:10][C:4]2[C:5]([O:8][CH3:9])=[N:6][CH:7]=[C:2]([B:21]3[O:25][C:24]([CH3:27])([CH3:26])[C:23]([CH3:29])([CH3:28])[O:22]3)[CH:3]=2)(=[O:13])=[O:12])=[CH:15][CH:16]=1. The catalyst class is: 12. (5) Reactant: C(=O)([O-])[O-].[K+].[K+].Br[CH2:8][C:9]([O:11][C:12]([CH3:15])([CH3:14])[CH3:13])=[O:10].[CH3:16][C:17]1[CH:22]=[C:21]([C:23]2[O:24][C:25]3[N:26]=[C:27]([S:36][CH3:37])[N:28]=[C:29]([O:32][CH2:33][CH2:34][CH3:35])[C:30]=3[N:31]=2)[CH:20]=[C:19]([CH3:38])[C:18]=1[OH:39].O. Product: [CH3:16][C:17]1[CH:22]=[C:21]([C:23]2[O:24][C:25]3[N:26]=[C:27]([S:36][CH3:37])[N:28]=[C:29]([O:32][CH2:33][CH2:34][CH3:35])[C:30]=3[N:31]=2)[CH:20]=[C:19]([CH3:38])[C:18]=1[O:39][CH2:8][C:9]([O:11][C:12]([CH3:15])([CH3:14])[CH3:13])=[O:10]. The catalyst class is: 9. (6) Reactant: [OH-].[Na+].[O:3]1[C:7]2([CH2:12][CH2:11][NH:10][CH2:9][CH2:8]2)[O:6][CH2:5][CH2:4]1.[C:13]([O:17][C:18](O[C:18]([O:17][C:13]([CH3:16])([CH3:15])[CH3:14])=[O:19])=[O:19])([CH3:16])([CH3:15])[CH3:14]. Product: [C:13]([O:17][C:18]([N:10]1[CH2:11][CH2:12][C:7]2([O:6][CH2:5][CH2:4][O:3]2)[CH2:8][CH2:9]1)=[O:19])([CH3:16])([CH3:15])[CH3:14]. The catalyst class is: 12. (7) Reactant: [CH:1]1([C:4]2[C:5]([N:13]3[CH2:18][CH2:17][N:16]([C:19]([O:21][C:22]([CH3:25])([CH3:24])[CH3:23])=[O:20])[CH2:15][CH2:14]3)=[C:6]3[CH:12]=[N:11][NH:10][C:7]3=[N:8][CH:9]=2)[CH2:3][CH2:2]1.[OH-].[K+].[I:28]I. Product: [CH:1]1([C:4]2[C:5]([N:13]3[CH2:18][CH2:17][N:16]([C:19]([O:21][C:22]([CH3:25])([CH3:24])[CH3:23])=[O:20])[CH2:15][CH2:14]3)=[C:6]3[C:12]([I:28])=[N:11][NH:10][C:7]3=[N:8][CH:9]=2)[CH2:2][CH2:3]1. The catalyst class is: 31.